Dataset: Full USPTO retrosynthesis dataset with 1.9M reactions from patents (1976-2016). Task: Predict the reactants needed to synthesize the given product. Given the product [CH2:1]([NH:8][C:9]1[C:14]([C:15]([NH2:17])=[O:16])=[CH:13][N:12]=[C:11]([NH:30][C:27]2[CH:28]=[CH:29][C:24]([O:23][CH3:22])=[CH:25][CH:26]=2)[N:10]=1)[C:2]1[CH:7]=[CH:6][CH:5]=[CH:4][CH:3]=1, predict the reactants needed to synthesize it. The reactants are: [CH2:1]([NH:8][C:9]1[C:14]([C:15]([NH2:17])=[O:16])=[CH:13][N:12]=[C:11](S(C)(=O)=O)[N:10]=1)[C:2]1[CH:7]=[CH:6][CH:5]=[CH:4][CH:3]=1.[CH3:22][O:23][C:24]1[CH:29]=[CH:28][C:27]([NH2:30])=[CH:26][CH:25]=1.[F-].[K+].C(=O)(O)[O-].[Na+].